From a dataset of Forward reaction prediction with 1.9M reactions from USPTO patents (1976-2016). Predict the product of the given reaction. (1) Given the reactants C[O:2][C:3]1[C:12]([NH:13][NH:14][C:15]([CH:17]2[CH2:22][CH2:21][O:20][CH2:19][CH2:18]2)=O)=[N:11][C:10]2[C:5](=[CH:6][C:7]([CH3:27])=[C:8]([C:23]([O:25][CH3:26])=[O:24])[CH:9]=2)[N:4]=1.O1CCCC1.S(Cl)(Cl)=O, predict the reaction product. The product is: [CH3:27][C:7]1[CH:6]=[C:5]2[C:10](=[CH:9][C:8]=1[C:23]([O:25][CH3:26])=[O:24])[N:11]1[C:15]([CH:17]3[CH2:22][CH2:21][O:20][CH2:19][CH2:18]3)=[N:14][N:13]=[C:12]1[C:3](=[O:2])[NH:4]2. (2) Given the reactants Br[C:2]1[CH:7]=[CH:6][CH:5]=[CH:4][N:3]=1.[NH2:8][C:9]1[S:13][C:12]2[CH2:14][CH2:15][CH2:16][CH2:17][C:11]=2[C:10]=1[C:18](OCC)=[O:19], predict the reaction product. The product is: [CH2:17]1[C:11]2[C:10]3[C:18](=[O:19])[N:3]4[CH:4]=[CH:5][CH:6]=[CH:7][C:2]4=[N:8][C:9]=3[S:13][C:12]=2[CH2:14][CH2:15][CH2:16]1.